From a dataset of NCI-60 drug combinations with 297,098 pairs across 59 cell lines. Regression. Given two drug SMILES strings and cell line genomic features, predict the synergy score measuring deviation from expected non-interaction effect. (1) Drug 1: CN(C)N=NC1=C(NC=N1)C(=O)N. Drug 2: CC=C1C(=O)NC(C(=O)OC2CC(=O)NC(C(=O)NC(CSSCCC=C2)C(=O)N1)C(C)C)C(C)C. Cell line: U251. Synergy scores: CSS=66.6, Synergy_ZIP=-4.75, Synergy_Bliss=-6.74, Synergy_Loewe=-43.1, Synergy_HSA=-4.67. (2) Drug 1: C(=O)(N)NO. Drug 2: CCCCCOC(=O)NC1=NC(=O)N(C=C1F)C2C(C(C(O2)C)O)O. Cell line: SK-OV-3. Synergy scores: CSS=-2.27, Synergy_ZIP=-0.937, Synergy_Bliss=-5.34, Synergy_Loewe=-5.36, Synergy_HSA=-6.37. (3) Drug 1: CN1C(=O)N2C=NC(=C2N=N1)C(=O)N. Drug 2: CCC1=C2CN3C(=CC4=C(C3=O)COC(=O)C4(CC)O)C2=NC5=C1C=C(C=C5)O. Cell line: CCRF-CEM. Synergy scores: CSS=46.8, Synergy_ZIP=-1.24, Synergy_Bliss=-0.945, Synergy_Loewe=-21.8, Synergy_HSA=-2.09.